The task is: Predict the reactants needed to synthesize the given product.. This data is from Full USPTO retrosynthesis dataset with 1.9M reactions from patents (1976-2016). (1) Given the product [C:4]([CH2:5][C@H:6]([NH:23][C:24](=[O:30])[CH2:25][CH2:26][C:27]([OH:29])=[O:28])[CH2:7][C:8]1[CH:13]=[CH:12][C:11]([C:14]2[CH:19]=[C:18]([F:20])[CH:17]=[CH:16][C:15]=2[O:21][CH3:22])=[CH:10][CH:9]=1)([OH:31])=[O:3], predict the reactants needed to synthesize it. The reactants are: C([O:3][C:4](=[O:31])[CH2:5][C@H:6]([NH:23][C:24](=[O:30])[CH2:25][CH2:26][C:27]([OH:29])=[O:28])[CH2:7][C:8]1[CH:13]=[CH:12][C:11]([C:14]2[CH:19]=[C:18]([F:20])[CH:17]=[CH:16][C:15]=2[O:21][CH3:22])=[CH:10][CH:9]=1)C.[OH-].[Na+]. (2) Given the product [C:3]([N:10]1[CH2:15][CH2:14][C@@H:13]([OH:16])[CH2:12][C@@H:11]1[CH3:17])([O:5][C:6]([CH3:9])([CH3:8])[CH3:7])=[O:4], predict the reactants needed to synthesize it. The reactants are: [BH4-].[Na+].[C:3]([N:10]1[CH2:15][CH2:14][C:13](=[O:16])[CH2:12][CH:11]1[CH3:17])([O:5][C:6]([CH3:9])([CH3:8])[CH3:7])=[O:4]. (3) Given the product [ClH:44].[CH2:1]([O:8][CH2:9][CH2:10][CH2:11][O:12][C:13]1[CH:18]=[CH:17][C:16]([CH:19]2[CH2:24][CH2:23][NH:22][CH2:21][CH:20]2[O:32][CH2:33][CH2:34][O:35][C:36]2[CH:37]=[C:38]([NH2:43])[C:39]([NH2:42])=[CH:40][CH:41]=2)=[CH:15][CH:14]=1)[C:2]1[CH:7]=[CH:6][CH:5]=[CH:4][CH:3]=1, predict the reactants needed to synthesize it. The reactants are: [CH2:1]([O:8][CH2:9][CH2:10][CH2:11][O:12][C:13]1[CH:18]=[CH:17][C:16]([CH:19]2[CH2:24][CH2:23][N:22](C(OC(C)(C)C)=O)[CH2:21][CH:20]2[O:32][CH2:33][CH2:34][O:35][C:36]2[CH:41]=[CH:40][C:39]([NH2:42])=[C:38]([NH2:43])[CH:37]=2)=[CH:15][CH:14]=1)[C:2]1[CH:7]=[CH:6][CH:5]=[CH:4][CH:3]=1.[ClH:44]. (4) Given the product [F:1][C:2]([F:11])([F:12])[O:3][C:4]1[CH:5]=[CH:6][C:7]([N:10]2[CH:16]=[CH:20][CH:19]=[CH:18]2)=[CH:8][CH:9]=1, predict the reactants needed to synthesize it. The reactants are: [F:1][C:2]([F:12])([F:11])[O:3][C:4]1[CH:9]=[CH:8][C:7]([NH2:10])=[CH:6][CH:5]=1.C(O[CH:16]1[CH2:20][CH2:19][CH:18](OCC)O1)C. (5) Given the product [CH2:1]([O:8][C:9]([NH:11][CH2:12][CH2:13][CH2:14][C@H:15]([NH:31][C:32]([C:34]1[C:42]2[C:37](=[CH:38][CH:39]=[CH:40][CH:41]=2)[N:36]([CH3:43])[CH:35]=1)=[O:33])[C:16]([NH:18][C:19]1[CH:24]=[CH:23][CH:22]=[CH:21][C:20]=1[CH2:25][CH2:26][C:27]([OH:29])=[O:28])=[O:17])=[O:10])[C:2]1[CH:3]=[CH:4][CH:5]=[CH:6][CH:7]=1, predict the reactants needed to synthesize it. The reactants are: [CH2:1]([O:8][C:9]([NH:11][CH2:12][CH2:13][CH2:14][C@H:15]([NH:31][C:32]([C:34]1[C:42]2[C:37](=[CH:38][CH:39]=[CH:40][CH:41]=2)[N:36]([CH3:43])[CH:35]=1)=[O:33])[C:16]([NH:18][C:19]1[CH:24]=[CH:23][CH:22]=[CH:21][C:20]=1[CH2:25][CH2:26][C:27]([O:29]C)=[O:28])=[O:17])=[O:10])[C:2]1[CH:7]=[CH:6][CH:5]=[CH:4][CH:3]=1.[OH-].[Na+].Cl.